Dataset: Full USPTO retrosynthesis dataset with 1.9M reactions from patents (1976-2016). Task: Predict the reactants needed to synthesize the given product. (1) Given the product [C:27]([NH:26][C@H:22]1[CH2:24][CH2:25][N:20]([C:9]2[CH:8]=[CH:7][C:3]([C:4]([NH2:6])=[O:5])=[C:2]([NH:19][CH:16]3[CH2:17][CH2:18][N:13]([CH3:12])[CH2:14][CH2:15]3)[N:10]=2)[CH2:21]1)(=[O:33])[CH:34]=[CH2:35], predict the reactants needed to synthesize it. The reactants are: Cl[C:2]1[N:10]=[C:9](Cl)[CH:8]=[CH:7][C:3]=1[C:4]([NH2:6])=[O:5].[CH3:12][N:13]1[CH2:18][CH2:17][CH:16]([NH2:19])[CH2:15][CH2:14]1.[NH:20]1[CH2:25][CH2:24]C[C@@H:22]([NH:26][C:27](=[O:33])OC(C)(C)C)[CH2:21]1.[C:34](O)(=O)[CH:35]=C. (2) Given the product [CH2:1]([O:3][C:4]([C:6]1[C:7]([NH:15][CH:16]2[CH2:20][CH2:19][CH2:18][CH2:17]2)=[N:8][C:9]([NH:40][C:37]2[CH:38]=[CH:39][C:34]([N:31]3[CH2:32][CH2:33][N:28]([C:26]([O:25][C:21]([CH3:24])([CH3:23])[CH3:22])=[O:27])[CH2:29][CH2:30]3)=[CH:35][N:36]=2)=[N:10][CH:11]=1)=[O:5])[CH3:2], predict the reactants needed to synthesize it. The reactants are: [CH2:1]([O:3][C:4]([C:6]1[C:7]([NH:15][CH:16]2[CH2:20][CH2:19][CH2:18][CH2:17]2)=[N:8][C:9](S(C)=O)=[N:10][CH:11]=1)=[O:5])[CH3:2].[C:21]([O:25][C:26]([N:28]1[CH2:33][CH2:32][N:31]([C:34]2[CH:35]=[N:36][C:37]([NH2:40])=[CH:38][CH:39]=2)[CH2:30][CH2:29]1)=[O:27])([CH3:24])([CH3:23])[CH3:22].C1(=O)OC(=O)CC1. (3) Given the product [NH2:5][CH:4]([CH:3]([C:9]([F:11])([F:10])[F:12])[C:2]([F:13])([F:14])[F:1])[C:6]([O:8][CH3:16])=[O:7], predict the reactants needed to synthesize it. The reactants are: [F:1][C:2]([F:14])([F:13])[CH:3]([C:9]([F:12])([F:11])[F:10])[CH:4]([C:6]([OH:8])=[O:7])[NH2:5].[Si](C=[N+]=[N-])(C)(C)[CH3:16].CO.C(Cl)(Cl)Cl. (4) Given the product [CH3:12][C:10]1[C:9]2[C:4](=[CH:5][CH:6]=[C:7]([CH3:13])[CH:8]=2)[N:3]=[C:2]([CH:1]=[O:15])[CH:11]=1, predict the reactants needed to synthesize it. The reactants are: [CH3:1][C:2]1[CH:11]=[C:10]([CH3:12])[C:9]2[C:4](=[CH:5][CH:6]=[C:7]([CH3:13])[CH:8]=2)[N:3]=1.[Se](=O)=[O:15]. (5) Given the product [Cl:35][C:20]1[C:21]([NH:23][C@@H:24]2[CH2:29][CH2:28][CH2:27][CH2:26][C@H:25]2[NH:30][S:31]([CH3:34])(=[O:33])=[O:32])=[N:22][C:17]([NH:15][C:12]2[CH:13]=[CH:14][C:7]3[CH2:6][CH2:5][N:4]([CH2:1][C:2]#[CH:3])[CH2:10][CH2:9][C:8]=3[CH:11]=2)=[N:18][CH:19]=1, predict the reactants needed to synthesize it. The reactants are: [CH2:1]([N:4]1[CH2:10][CH2:9][C:8]2[CH:11]=[C:12]([NH2:15])[CH:13]=[CH:14][C:7]=2[CH2:6][CH2:5]1)[C:2]#[CH:3].Cl[C:17]1[N:22]=[C:21]([NH:23][C@@H:24]2[CH2:29][CH2:28][CH2:27][CH2:26][C@H:25]2[NH:30][S:31]([CH3:34])(=[O:33])=[O:32])[C:20]([Cl:35])=[CH:19][N:18]=1. (6) The reactants are: [Cl:1][C:2]1[N:10]=[C:9]([O:11][CH3:12])[CH:8]=[CH:7][C:3]=1[C:4](Cl)=[O:5].[CH3:13][OH:14]. Given the product [CH3:13][O:14][C:4](=[O:5])[C:3]1[CH:7]=[CH:8][C:9]([O:11][CH3:12])=[N:10][C:2]=1[Cl:1], predict the reactants needed to synthesize it.